The task is: Predict which catalyst facilitates the given reaction.. This data is from Catalyst prediction with 721,799 reactions and 888 catalyst types from USPTO. (1) Reactant: [C:1]([C:3]1([NH:6][C:7]([C@@H:9]2[CH2:13][C@@H:12]([S:14]([C:17]3[CH:22]=[CH:21][C:20](F)=[CH:19][C:18]=3[C:24]([F:27])([F:26])[F:25])(=[O:16])=[O:15])[CH2:11][N:10]2[C:28]2[N:29]([CH:34]3[CH2:37][CH2:36][CH2:35]3)[N:30]=[C:31]([CH3:33])[CH:32]=2)=[O:8])[CH2:5][CH2:4]1)#[N:2].Cl.[F:39][C:40]1([F:44])[CH2:43][NH:42][CH2:41]1. Product: [C:1]([C:3]1([NH:6][C:7]([C@@H:9]2[CH2:13][C@@H:12]([S:14]([C:17]3[CH:22]=[CH:21][C:20]([N:42]4[CH2:43][C:40]([F:44])([F:39])[CH2:41]4)=[CH:19][C:18]=3[C:24]([F:25])([F:27])[F:26])(=[O:16])=[O:15])[CH2:11][N:10]2[C:28]2[N:29]([CH:34]3[CH2:35][CH2:36][CH2:37]3)[N:30]=[C:31]([CH3:33])[CH:32]=2)=[O:8])[CH2:5][CH2:4]1)#[N:2]. The catalyst class is: 10. (2) Reactant: O[O:2][S:3]([O-:5])=[O:4].[K+].C([O-])(=O)C.[K+].[CH2:12]([O:19][C@@H:20]1[C@@H:25]([O:26][CH2:27][C:28]2[CH:33]=[CH:32][CH:31]=[CH:30][CH:29]=2)[C@H:24]([O:34][C:35](=[O:49])[CH2:36][CH2:37][NH:38][C:39]([O:41][CH2:42][C:43]2[CH:48]=[CH:47][CH:46]=[CH:45][CH:44]=2)=[O:40])[C@@H:23]([CH2:50]C(=S)C)[O:22][C@@H:21]1[O:54][CH2:55][CH:56]([OH:78])[CH2:57][O:58][C:59](=[O:77])[CH2:60][CH2:61][CH2:62][CH2:63][CH2:64][CH2:65][CH2:66][CH2:67][CH2:68][CH2:69][CH2:70][CH2:71][CH2:72][CH2:73][CH2:74][CH2:75][CH3:76])[C:13]1[CH:18]=[CH:17][CH:16]=[CH:15][CH:14]=1.C(O)(=O)C. Product: [CH2:12]([O:19][C@@H:20]1[C@@H:25]([O:26][CH2:27][C:28]2[CH:33]=[CH:32][CH:31]=[CH:30][CH:29]=2)[C@H:24]([O:34][C:35](=[O:49])[CH2:36][CH2:37][NH:38][C:39]([O:41][CH2:42][C:43]2[CH:44]=[CH:45][CH:46]=[CH:47][CH:48]=2)=[O:40])[C@@H:23]([CH2:50][S:3]([OH:5])(=[O:4])=[O:2])[O:22][C@@H:21]1[O:54][CH2:55][CH:56]([OH:78])[CH2:57][O:58][C:59](=[O:77])[CH2:60][CH2:61][CH2:62][CH2:63][CH2:64][CH2:65][CH2:66][CH2:67][CH2:68][CH2:69][CH2:70][CH2:71][CH2:72][CH2:73][CH2:74][CH2:75][CH3:76])[C:13]1[CH:14]=[CH:15][CH:16]=[CH:17][CH:18]=1. The catalyst class is: 74. (3) Reactant: [NH2:1][CH2:2][C:3]1[C:4]([CH2:22][CH:23]([CH3:25])[CH3:24])=[N:5][C:6]([CH2:20][CH3:21])=[C:7]([C:12]=1[C:13]1[CH:18]=[CH:17][C:16]([CH3:19])=[CH:15][CH:14]=1)[C:8](OC)=[O:9].C1(C)C=CC=CC=1.[H-].C([Al+]CC(C)C)C(C)C.O.O.O.O.O.O.O.O.O.O.S([O-])([O-])(=O)=O.[Na+].[Na+].[C:60](O[C:60]([O:62][C:63]([CH3:66])([CH3:65])[CH3:64])=[O:61])([O:62][C:63]([CH3:66])([CH3:65])[CH3:64])=[O:61]. Product: [CH2:20]([C:6]1[N:5]=[C:4]([CH2:22][CH:23]([CH3:24])[CH3:25])[C:3]([CH2:2][NH:1][C:60](=[O:61])[O:62][C:63]([CH3:66])([CH3:65])[CH3:64])=[C:12]([C:13]2[CH:18]=[CH:17][C:16]([CH3:19])=[CH:15][CH:14]=2)[C:7]=1[CH2:8][OH:9])[CH3:21]. The catalyst class is: 133. (4) Reactant: [F:1][C:2]([F:17])([F:16])[S:3]([NH:6][C:7]1[CH:12]=[CH:11][CH:10]=[C:9]([N+:13]([O-])=O)[CH:8]=1)(=[O:5])=[O:4]. Product: [NH2:13][C:9]1[CH:8]=[C:7]([NH:6][S:3]([C:2]([F:17])([F:1])[F:16])(=[O:5])=[O:4])[CH:12]=[CH:11][CH:10]=1. The catalyst class is: 29.